From a dataset of Catalyst prediction with 721,799 reactions and 888 catalyst types from USPTO. Predict which catalyst facilitates the given reaction. (1) Product: [Cl:1][C:2]1[CH:3]=[CH:4][C:5]([CH2:6][N:7]2[C:12](=[N:13][C:14]3[CH:19]=[CH:18][C:17]([O:20][CH:21]([CH3:23])[CH3:22])=[C:16]([Cl:24])[CH:15]=3)[NH:11][C:10](=[O:25])[N:9]([CH2:26][C:27]3([C:31]([OH:38])=[O:32])[CH2:30][O:29][CH2:28]3)[C:8]2=[O:33])=[CH:34][CH:35]=1. The catalyst class is: 21. Reactant: [Cl:1][C:2]1[CH:35]=[CH:34][C:5]([CH2:6][N:7]2[C:12](=[N:13][C:14]3[CH:19]=[CH:18][C:17]([O:20][CH:21]([CH3:23])[CH3:22])=[C:16]([Cl:24])[CH:15]=3)[NH:11][C:10](=[O:25])[N:9]([CH2:26][C:27]3([CH2:31][OH:32])[CH2:30][O:29][CH2:28]3)[C:8]2=[O:33])=[CH:4][CH:3]=1.CC(C)=[O:38].OS(O)(=O)=O.O=[Cr](=O)=O.C(O)(C)C.O. (2) Reactant: C1(OC2C=CC=CC=2)C=CC=CC=1.[C:14]([C:16]1[CH:21]=[CH:20][C:19]([NH:22][CH:23]=[C:24]([C:30]([O:32][CH2:33][CH3:34])=[O:31])[C:25]([O:27]CC)=O)=[CH:18][CH:17]=1)#[N:15]. Product: [CH2:33]([O:32][C:30]([C:24]1[CH:23]=[N:22][C:19]2[C:18]([C:25]=1[OH:27])=[CH:17][C:16]([C:14]#[N:15])=[CH:21][CH:20]=2)=[O:31])[CH3:34]. The catalyst class is: 81. (3) Reactant: Br[C:2]1[C:3]([NH:5][C:6](=[O:8])[CH:7]=1)=[O:4].C([O-])(=O)C.[Na+].[CH2:14]([SH:17])[CH2:15][SH:16]. Product: [S:16]1[C:2]2([CH2:7][C:6](=[O:8])[NH:5][C:3]2=[O:4])[S:17][CH2:14][CH2:15]1. The catalyst class is: 5. (4) Reactant: [C:1]1([CH2:9][OH:10])[CH:6]=[CH:5][CH:4]=[C:3]([CH2:7][OH:8])[CH:2]=1.N1C=CN=C1.[C:16]([Si:20](Cl)([C:27]1[CH:32]=[CH:31][CH:30]=[CH:29][CH:28]=1)[C:21]1[CH:26]=[CH:25][CH:24]=[CH:23][CH:22]=1)([CH3:19])([CH3:18])[CH3:17]. Product: [Si:20]([O:8][CH2:7][C:3]1[CH:2]=[C:1]([CH2:9][OH:10])[CH:6]=[CH:5][CH:4]=1)([C:16]([CH3:19])([CH3:18])[CH3:17])([C:27]1[CH:28]=[CH:29][CH:30]=[CH:31][CH:32]=1)[C:21]1[CH:26]=[CH:25][CH:24]=[CH:23][CH:22]=1. The catalyst class is: 172.